This data is from Forward reaction prediction with 1.9M reactions from USPTO patents (1976-2016). The task is: Predict the product of the given reaction. (1) Given the reactants [N:1]1([CH2:7][C:8]2[CH:9]=[C:10]3[C:15](=[CH:16][CH:17]=2)[C@H:14]([NH:18]C(=O)OC(C)(C)C)[CH2:13][CH2:12][CH2:11]3)[CH2:6][CH2:5][CH2:4][CH2:3][CH2:2]1.Cl.C(OCC)C, predict the reaction product. The product is: [N:1]1([CH2:7][C:8]2[CH:9]=[C:10]3[C:15](=[CH:16][CH:17]=2)[C@H:14]([NH2:18])[CH2:13][CH2:12][CH2:11]3)[CH2:2][CH2:3][CH2:4][CH2:5][CH2:6]1. (2) Given the reactants [CH3:1][C:2]([CH3:20])([CH2:16][CH2:17][CH:18]=[CH2:19])[CH2:3][O:4][C:5]([NH:7][C@H:8]([C:13]([OH:15])=[O:14])[C:9]([CH3:12])([CH3:11])[CH3:10])=[O:6].[CH:21]1(C(OCC)=O)CCC1, predict the reaction product. The product is: [CH2:16]([C:2]1([CH2:3][O:4][C:5]([NH:7][C@H:8]([C:13]([OH:15])=[O:14])[C:9]([CH3:10])([CH3:11])[CH3:12])=[O:6])[CH2:20][CH2:21][CH2:1]1)[CH2:17][CH:18]=[CH2:19]. (3) Given the reactants Cl.C([O:9][P:10]([CH2:19][C@H:20]([OH:23])[CH2:21][NH2:22])([CH2:12][CH:13]1[CH2:18][CH2:17][CH2:16][CH2:15][CH2:14]1)=[O:11])C1C=CC=CC=1.C([NH:34][C@@H:35]([C:39](O)=[O:40])[CH:36]([CH3:38])[CH3:37])(OCC1C=CC=CC=1)=O, predict the reaction product. The product is: [NH2:34][C@H:35]([CH:36]([CH3:38])[CH3:37])[C:39]([NH:22][CH2:21][C@@H:20]([OH:23])[CH2:19][P:10]([CH2:12][CH:13]1[CH2:14][CH2:15][CH2:16][CH2:17][CH2:18]1)(=[O:11])[OH:9])=[O:40]. (4) The product is: [Br:26][C:16]1[CH:17]=[CH:18][C:19]2[C:20]3[C:25](=[CH:24][CH:23]=[CH:22][CH:21]=3)[C:12]3([C:11]4[CH:10]=[CH:9][CH:8]=[CH:7][C:6]=4[C:5]4[C:13]3=[CH:1][CH:2]=[CH:3][CH:4]=4)[C:14]=2[CH:15]=1. Given the reactants [CH:1]1[C:13]2[C:12]3([C:25]4[CH:24]=[CH:23][CH:22]=[CH:21][C:20]=4[C:19]4[C:14]3=[CH:15][CH:16]=[CH:17][CH:18]=4)[C:11]3[C:6](=[CH:7][CH:8]=[CH:9][CH:10]=3)[C:5]=2[CH:4]=[CH:3][CH:2]=1.[Br:26]Br.S([O-])(O)=O.[Na+], predict the reaction product. (5) Given the reactants [CH3:1][C:2]1[CH:3]=[C:4]([CH:7]=[CH:8][C:9]=1[F:10])[CH:5]=[O:6].ClC1C=C2C([CH:16]=[CH:17][N:18]([CH2:23][C:24]3[CH:29]=[CH:28][C:27]([O:30][CH3:31])=[CH:26][CH:25]=3)C2=O)=CC=1F, predict the reaction product. The product is: [F:10][C:9]1[CH:8]=[C:7]2[C:4](=[CH:3][C:2]=1[CH3:1])[C:5](=[O:6])[N:18]([CH2:23][C:24]1[CH:25]=[CH:26][C:27]([O:30][CH3:31])=[CH:28][CH:29]=1)[CH:17]=[CH:16]2. (6) Given the reactants [S:1]1[C:5]2=[N:6][CH:7]=[CH:8][CH:9]=[C:4]2[CH:3]=[C:2]1[CH:10]=[N:11][S:12]([C:15]1[CH:25]=[CH:24][C:18]2[O:19][CH2:20][CH2:21][CH2:22][O:23][C:17]=2[CH:16]=1)(=[O:14])=[O:13].O1CCCC1.Br[Mg][C:33]1[CH:38]=[CH:37][CH:36]=[CH:35][C:34]=1[S:39][CH3:40], predict the reaction product. The product is: [CH3:40][S:39][C:34]1[CH:35]=[CH:36][CH:37]=[CH:38][C:33]=1[CH:10]([C:2]1[S:1][C:5]2=[N:6][CH:7]=[CH:8][CH:9]=[C:4]2[CH:3]=1)[NH:11][S:12]([C:15]1[CH:25]=[CH:24][C:18]2[O:19][CH2:20][CH2:21][CH2:22][O:23][C:17]=2[CH:16]=1)(=[O:14])=[O:13].